This data is from Forward reaction prediction with 1.9M reactions from USPTO patents (1976-2016). The task is: Predict the product of the given reaction. (1) Given the reactants [NH2:1][C:2]1[S:3][C@:4]2([CH2:31][NH2:32])[C@H:6]([C@:7]([C:10]3[CH:11]=[C:12]([NH:18][C:19]([C:21]4[CH:26]=[N:25][C:24]([O:27][CH2:28][C:29]#[CH:30])=[CH:23][N:22]=4)=[O:20])[CH:13]=[C:14]([F:17])[C:15]=3[F:16])([CH3:9])[N:8]=1)[CH2:5]2.C(N(C(C)C)CC)(C)C.[C:42](OC(=O)C)(=[O:44])[CH3:43], predict the reaction product. The product is: [C:42]([NH:32][CH2:31][C@:4]12[CH2:5][C@H:6]1[C@:7]([C:10]1[CH:11]=[C:12]([NH:18][C:19]([C:21]3[CH:26]=[N:25][C:24]([O:27][CH2:28][C:29]#[CH:30])=[CH:23][N:22]=3)=[O:20])[CH:13]=[C:14]([F:17])[C:15]=1[F:16])([CH3:9])[N:8]=[C:2]([NH2:1])[S:3]2)(=[O:44])[CH3:43]. (2) Given the reactants [C:1]([N:4]1[CH:13]=[CH:12][C:11]2[C:6](=[CH:7][CH:8]=[CH:9][C:10]=2[Br:14])[CH:5]1[CH2:15][C:16]([O:18][CH3:19])=[O:17])(=[O:3])[CH3:2].C([SiH](CC)CC)C.FC(F)(F)C(O)=O, predict the reaction product. The product is: [C:1]([N:4]1[CH2:13][CH2:12][C:11]2[C:6](=[CH:7][CH:8]=[CH:9][C:10]=2[Br:14])[CH:5]1[CH2:15][C:16]([O:18][CH3:19])=[O:17])(=[O:3])[CH3:2]. (3) Given the reactants C([O:5][C:6](=[O:48])[C:7]1[CH:12]=[CH:11][CH:10]=[C:9]([CH2:13][C@H:14]([NH:28][C:29](=[O:45])[CH2:30][C@H:31]2[CH2:36][CH2:35][C@H:34]([NH:37]C(OC(C)(C)C)=O)[CH2:33][CH2:32]2)[B:15]2[O:23][CH:22]3[C:17]([CH3:27])([CH:18]4[CH2:24][CH:20]([CH2:21]3)[C:19]4([CH3:26])[CH3:25])[O:16]2)[C:8]=1[O:46][CH3:47])(C)(C)C.Cl.C(OCC)C, predict the reaction product. The product is: [NH2:37][C@H:34]1[CH2:35][CH2:36][C@H:31]([CH2:30][C:29]([NH:28][C@H:14]([B:15]2[O:23][CH:22]3[C:17]([CH3:27])([CH:18]4[CH2:24][CH:20]([CH2:21]3)[C:19]4([CH3:26])[CH3:25])[O:16]2)[CH2:13][C:9]2[C:8]([O:46][CH3:47])=[C:7]([CH:12]=[CH:11][CH:10]=2)[C:6]([OH:48])=[O:5])=[O:45])[CH2:32][CH2:33]1.